Dataset: Forward reaction prediction with 1.9M reactions from USPTO patents (1976-2016). Task: Predict the product of the given reaction. (1) Given the reactants [CH3:1][N:2]1[C:11](=[O:12])[C:10]2[C:5](=[CH:6][C:7]([C:13]([O:15][CH3:16])=[O:14])=[CH:8][CH:9]=2)[NH:4][C:3]1=O.P(Cl)(Cl)([Cl:20])=O.C(N(CC)C1C=CC=CC=1)C.P(Cl)(Cl)(Cl)(Cl)Cl, predict the reaction product. The product is: [Cl:20][C:3]1[N:2]([CH3:1])[C:11](=[O:12])[C:10]2[C:5](=[CH:6][C:7]([C:13]([O:15][CH3:16])=[O:14])=[CH:8][CH:9]=2)[N:4]=1. (2) Given the reactants [CH3:1][C@@H:2]1[CH2:7][CH2:6][C@H:5]([NH:8][C:9]2[CH:10]=[C:11]3[C:16](=[CH:17][CH:18]=2)[CH:15]=[C:14]([CH2:19][OH:20])[CH:13]=[CH:12]3)[CH2:4][CH2:3]1, predict the reaction product. The product is: [CH3:1][C@@H:2]1[CH2:3][CH2:4][C@H:5]([NH:8][C:9]2[CH:10]=[C:11]3[C:16](=[CH:17][CH:18]=2)[CH:15]=[C:14]([CH:19]=[O:20])[CH:13]=[CH:12]3)[CH2:6][CH2:7]1. (3) The product is: [F:1][C:2]1[CH:7]=[CH:6][C:5]([C:8]#[C:9][CH2:10][CH2:11][C:12]#[CH:13])=[CH:4][CH:3]=1. Given the reactants [F:1][C:2]1[CH:7]=[CH:6][C:5]([C:8]#[C:9][CH2:10][CH2:11][C:12]#[C:13][Si](C)(C)C)=[CH:4][CH:3]=1.[F-].C([N+](CCCC)(CCCC)CCCC)CCC, predict the reaction product. (4) Given the reactants [NH2:1][C@@H:2]([C@H:8]([OH:12])[CH:9]([CH3:11])[CH3:10])[C:3]([O:5]CC)=[O:4], predict the reaction product. The product is: [NH2:1][C@@H:2]([C@H:8]([OH:12])[CH:9]([CH3:11])[CH3:10])[C:3]([OH:5])=[O:4]. (5) Given the reactants [CH2:1]([N:8]([CH2:21][CH2:22][C:23](=[O:25])[CH3:24])[S:9]([C:12]1[CH:17]=[CH:16][CH:15]=[CH:14][C:13]=1[N+:18]([O-:20])=[O:19])(=[O:11])=[O:10])[C:2]1[CH:7]=[CH:6][CH:5]=[CH:4][CH:3]=1.[Br:26]Br.O, predict the reaction product. The product is: [CH2:1]([N:8]([CH2:21][CH2:22][C:23](=[O:25])[CH2:24][Br:26])[S:9]([C:12]1[CH:17]=[CH:16][CH:15]=[CH:14][C:13]=1[N+:18]([O-:20])=[O:19])(=[O:10])=[O:11])[C:2]1[CH:3]=[CH:4][CH:5]=[CH:6][CH:7]=1.